The task is: Predict the reactants needed to synthesize the given product.. This data is from Retrosynthesis with 50K atom-mapped reactions and 10 reaction types from USPTO. (1) Given the product C=CCOc1cccc(Cl)c1Cl, predict the reactants needed to synthesize it. The reactants are: C=CCBr.Oc1cccc(Cl)c1Cl. (2) Given the product CC(C)(C)OC(=O)N1CCN(C2CCC2)C[C@@H]1C(=O)N1CCN(Cc2ccccc2)CC1, predict the reactants needed to synthesize it. The reactants are: CC(C)(C)OC(=O)N1CCNC[C@@H]1C(=O)N1CCN(Cc2ccccc2)CC1.O=C1CCC1. (3) Given the product CNc1nc2c(N)nc3ccccc3c2n1C, predict the reactants needed to synthesize it. The reactants are: CNc1nc2c(Cl)nc3ccccc3c2n1C.N. (4) Given the product COC(=O)CC1=C(C(=O)OC)C(c2c(Cl)cccc2Cl)C(C(=O)OC)=C(CCc2ccccc2OCCN2CCCC2=O)N1, predict the reactants needed to synthesize it. The reactants are: COC(=O)CC1=C(C(=O)OC)C(c2c(Cl)cccc2Cl)C(C(=O)OC)=C(CCc2ccccc2O)N1.O=C1CCCN1CCO. (5) Given the product COc1ccc(/C=C/C(=O)N2C(=O)OC[C@H]2c2ccccc2)c(C2OCCO2)c1, predict the reactants needed to synthesize it. The reactants are: C=CC(=O)N1C(=O)OC[C@H]1c1ccccc1.COc1ccc(Br)c(C2OCCO2)c1. (6) Given the product COc1cc(N=Cc2ccc(OC)nc2)cc(OCCO)c1, predict the reactants needed to synthesize it. The reactants are: COc1cc(N)cc(OCCO)c1.COc1ccc(C=O)cn1.